From a dataset of Peptide-MHC class I binding affinity with 185,985 pairs from IEDB/IMGT. Regression. Given a peptide amino acid sequence and an MHC pseudo amino acid sequence, predict their binding affinity value. This is MHC class I binding data. The peptide sequence is GMYGHPFAL. The MHC is BoLA-HD6 with pseudo-sequence BoLA-HD6. The binding affinity (normalized) is 0.898.